This data is from Catalyst prediction with 721,799 reactions and 888 catalyst types from USPTO. The task is: Predict which catalyst facilitates the given reaction. (1) Reactant: C(=O)([O-])[O-].[Na+].[Na+].Br[C:8]1[C:16]2[S:15][C:14]([C:17]([O:19][CH3:20])=[O:18])=[CH:13][C:12]=2[CH:11]=[CH:10][CH:9]=1.[N:21]1([C:27]2[CH:32]=[CH:31][C:30](B(O)O)=[CH:29][CH:28]=2)[CH2:26][CH2:25][O:24][CH2:23][CH2:22]1. Product: [N:21]1([C:27]2[CH:32]=[CH:31][C:30]([C:8]3[C:16]4[S:15][C:14]([C:17]([O:19][CH3:20])=[O:18])=[CH:13][C:12]=4[CH:11]=[CH:10][CH:9]=3)=[CH:29][CH:28]=2)[CH2:26][CH2:25][O:24][CH2:23][CH2:22]1. The catalyst class is: 151. (2) Reactant: C12(CS(O)(=O)=O)C(C)(C)C(CC1)CC2=O.[CH2:16]([N:18]1[C:24]2[CH:25]=[C:26]([F:30])[C:27]([NH2:29])=[CH:28][C:23]=2[O:22][CH2:21][CH2:20][CH2:19]1)[CH3:17].Cl[C:32]1[N:37]=[C:36]([NH:38][C:39]2[C:48]([F:49])=[CH:47][CH:46]=[CH:45][C:40]=2[C:41]([NH:43][CH3:44])=[O:42])[C:35]([Cl:50])=[CH:34][N:33]=1. Product: [Cl:50][C:35]1[C:36]([NH:38][C:39]2[C:48]([F:49])=[CH:47][CH:46]=[CH:45][C:40]=2[C:41]([NH:43][CH3:44])=[O:42])=[N:37][C:32]([NH:29][C:27]2[C:26]([F:30])=[CH:25][C:24]3[N:18]([CH2:16][CH3:17])[CH2:19][CH2:20][CH2:21][O:22][C:23]=3[CH:28]=2)=[N:33][CH:34]=1. The catalyst class is: 32. (3) Reactant: [NH2:1][CH:2]([CH:10]([O:17][C:18]([CH3:21])([CH3:20])[CH3:19])[C:11]1[CH:16]=[CH:15][CH:14]=[CH:13][CH:12]=1)[C:3]([O:5][C:6]([CH3:9])([CH3:8])[CH3:7])=[O:4].CCN(C(C)C)C(C)C.[Br:31][C:32]1[CH:33]=[N:34][C:35]([C:38]2[CH:43]=[CH:42][C:41]([CH2:44][C@H:45]([NH:53][C:54]([C:56]3[S:57][C:58]([C:61]([CH3:64])([CH3:63])[CH3:62])=[CH:59][CH:60]=3)=[O:55])[C:46](OC(C)(C)C)=[O:47])=[CH:40][CH:39]=2)=[N:36][CH:37]=1.CN(C(ON1N=NC2C=CC=NC1=2)=[N+](C)C)C.F[P-](F)(F)(F)(F)F. Product: [Br:31][C:32]1[CH:37]=[N:36][C:35]([C:38]2[CH:39]=[CH:40][C:41]([CH2:44][C@H:45]([NH:53][C:54]([C:56]3[S:57][C:58]([C:61]([CH3:64])([CH3:63])[CH3:62])=[CH:59][CH:60]=3)=[O:55])[C:46]([NH:1][CH:2]([CH:10]([O:17][C:18]([CH3:21])([CH3:20])[CH3:19])[C:11]3[CH:12]=[CH:13][CH:14]=[CH:15][CH:16]=3)[C:3]([O:5][C:6]([CH3:9])([CH3:8])[CH3:7])=[O:4])=[O:47])=[CH:42][CH:43]=2)=[N:34][CH:33]=1. The catalyst class is: 634. (4) The catalyst class is: 8. Reactant: [CH3:1][N:2]([C:13]1[CH:24]=[C:23]2[C:25]3[C:19]([CH3:26])([CH2:20][CH2:21][CH2:22]2)[CH2:18][CH2:17][CH2:16][C:15]=3[CH:14]=1)[C:3]1[CH:12]=[CH:11][C:6]([C:7]([O:9]C)=[O:8])=[CH:5][CH:4]=1.[OH-].[Na+].Cl. Product: [CH3:1][N:2]([C:13]1[CH:24]=[C:23]2[C:25]3[C:19]([CH3:26])([CH2:20][CH2:21][CH2:22]2)[CH2:18][CH2:17][CH2:16][C:15]=3[CH:14]=1)[C:3]1[CH:4]=[CH:5][C:6]([C:7]([OH:9])=[O:8])=[CH:11][CH:12]=1. (5) Reactant: [CH3:1][C:2]1([CH3:26])[O:6][C@@H:5]([CH2:7][N:8]2[C:16]3[C:11](=[CH:12][C:13]([N+:18]([O-])=O)=[C:14]([F:17])[CH:15]=3)[CH:10]=[C:9]2[C:21]([CH3:25])([CH3:24])[CH2:22][OH:23])[CH2:4][O:3]1. Product: [NH2:18][C:13]1[CH:12]=[C:11]2[C:16](=[CH:15][C:14]=1[F:17])[N:8]([CH2:7][C@H:5]1[CH2:4][O:3][C:2]([CH3:1])([CH3:26])[O:6]1)[C:9]([C:21]([CH3:25])([CH3:24])[CH2:22][OH:23])=[CH:10]2. The catalyst class is: 8.